From a dataset of NCI-60 drug combinations with 297,098 pairs across 59 cell lines. Regression. Given two drug SMILES strings and cell line genomic features, predict the synergy score measuring deviation from expected non-interaction effect. (1) Drug 1: C1=NC2=C(N=C(N=C2N1C3C(C(C(O3)CO)O)O)F)N. Drug 2: CC12CCC3C(C1CCC2OP(=O)(O)O)CCC4=C3C=CC(=C4)OC(=O)N(CCCl)CCCl.[Na+]. Cell line: PC-3. Synergy scores: CSS=15.2, Synergy_ZIP=-3.57, Synergy_Bliss=-0.621, Synergy_Loewe=-2.83, Synergy_HSA=-1.01. (2) Drug 1: CN(C)C1=NC(=NC(=N1)N(C)C)N(C)C. Synergy scores: CSS=7.92, Synergy_ZIP=1.83, Synergy_Bliss=3.78, Synergy_Loewe=1.70, Synergy_HSA=1.70. Drug 2: C1CCC(C(C1)N)N.C(=O)(C(=O)[O-])[O-].[Pt+4]. Cell line: NCI-H322M. (3) Drug 1: CC1=C(C(=CC=C1)Cl)NC(=O)C2=CN=C(S2)NC3=CC(=NC(=N3)C)N4CCN(CC4)CCO. Drug 2: CN1C=C(C=N1)C2=C3N=C(C(=C(N3N=C2)N)Br)C4CCCNC4. Cell line: SW-620. Synergy scores: CSS=21.8, Synergy_ZIP=18.9, Synergy_Bliss=18.3, Synergy_Loewe=20.4, Synergy_HSA=18.6. (4) Drug 1: CC1=C(C=C(C=C1)NC2=NC=CC(=N2)N(C)C3=CC4=NN(C(=C4C=C3)C)C)S(=O)(=O)N.Cl. Drug 2: C1=CC=C(C(=C1)C(C2=CC=C(C=C2)Cl)C(Cl)Cl)Cl. Cell line: SR. Synergy scores: CSS=2.10, Synergy_ZIP=5.33, Synergy_Bliss=7.88, Synergy_Loewe=7.25, Synergy_HSA=8.33.